Dataset: Hepatocyte clearance measurements from AstraZeneca. Task: Regression/Classification. Given a drug SMILES string, predict its absorption, distribution, metabolism, or excretion properties. Task type varies by dataset: regression for continuous measurements (e.g., permeability, clearance, half-life) or binary classification for categorical outcomes (e.g., BBB penetration, CYP inhibition). For this dataset (clearance_hepatocyte_az), we predict log10(clearance) (log10 of the in vitro intrinsic clearance, CLint, in uL/min per 10^6 hepatocytes; values are censored to the assay range of 3 to 150, which is 0.477 to 2.18 on this log10 scale). (1) The molecule is CC1(C)CCC(c2ccc(Cl)cc2)=C(CN2CCN(c3ccc(C(=O)NS(=O)(=O)c4ccc(N[C@H](CCN5CCOCC5)CSc5ccccc5)c(S(=O)(=O)C(F)(F)F)c4)cc3)CC2)C1. The log10(clearance) is 0.990. (2) The molecule is Cc1nc(-c2ccc(OCC(C)C)c(C#N)c2)sc1C(=O)O. The log10(clearance) is 1.10. (3) The log10(clearance) is 1.56. The molecule is N#CC1(NC(=O)[C@@H]2CCCC[C@H]2C(=O)N2CCN(c3nccs3)CC2)CC1. (4) The molecule is Cc1cc(=O)n(-c2ccccc2)n1C. The log10(clearance) is 0.480.